Dataset: Reaction yield outcomes from USPTO patents with 853,638 reactions. Task: Predict the reaction yield, written as a fraction of the theoretical maximum amount of product (1.0 means a 100% yield; for example, 0.34 means a 34% yield). (1) The reactants are [Cl:1][C:2]1[C:3]([O:12][C:13]2[CH:18]=[C:17]([O:19][CH2:20][CH:21]([OH:27])[CH2:22][O:23][CH:24]([CH3:26])[CH3:25])[CH:16]=[CH:15][C:14]=2/[CH:28]=[CH:29]/[C:30]([O:32]CC)=[O:31])=[N:4][CH:5]=[C:6]([C:8]([F:11])([F:10])[F:9])[CH:7]=1.O1CCCC1.[OH-].[Na+].Cl. The catalyst is O.C(O)C. The product is [Cl:1][C:2]1[C:3]([O:12][C:13]2[CH:18]=[C:17]([O:19][CH2:20][CH:21]([OH:27])[CH2:22][O:23][CH:24]([CH3:25])[CH3:26])[CH:16]=[CH:15][C:14]=2/[CH:28]=[CH:29]/[C:30]([OH:32])=[O:31])=[N:4][CH:5]=[C:6]([C:8]([F:9])([F:11])[F:10])[CH:7]=1. The yield is 0.730. (2) The reactants are [NH2:1][C:2]1[C:7]([Cl:8])=[C:6]([C:9]([O:11][CH3:12])=[O:10])[N:5]=[C:4]([C:13]2[CH:14]=[N:15][C:16](Cl)=[CH:17][CH:18]=2)[C:3]=1[F:20].C[Sn](C)C.C[Sn](C)C.[Br:29]Br.S([O-])([O-])=O.[Na+].[Na+]. The catalyst is C1(C)C=CC=CC=1.C1C=CC([P]([Pd]([P](C2C=CC=CC=2)(C2C=CC=CC=2)C2C=CC=CC=2)([P](C2C=CC=CC=2)(C2C=CC=CC=2)C2C=CC=CC=2)[P](C2C=CC=CC=2)(C2C=CC=CC=2)C2C=CC=CC=2)(C2C=CC=CC=2)C2C=CC=CC=2)=CC=1. The product is [NH2:1][C:2]1[C:7]([Cl:8])=[C:6]([C:9]([O:11][CH3:12])=[O:10])[N:5]=[C:4]([C:13]2[CH:14]=[N:15][C:16]([Br:29])=[CH:17][CH:18]=2)[C:3]=1[F:20]. The yield is 0.219. (3) The reactants are CCN(S(F)(F)[F:7])CC.[F:10][CH:11]([F:41])[O:12][C:13]1[CH:18]=[CH:17][CH:16]=[CH:15][C:14]=1[CH2:19][C:20]1[N:24]2[CH:25]=[C:26]([C:30]3[CH:31]=[N:32][C:33]([C:36](O)([CH3:38])[CH3:37])=[N:34][CH:35]=3)[C:27]([F:29])=[CH:28][C:23]2=[N:22][C:21]=1[CH3:40]. The catalyst is O1CCCC1. The product is [F:41][CH:11]([F:10])[O:12][C:13]1[CH:18]=[CH:17][CH:16]=[CH:15][C:14]=1[CH2:19][C:20]1[N:24]2[CH:25]=[C:26]([C:30]3[CH:31]=[N:32][C:33]([C:36]([F:7])([CH3:37])[CH3:38])=[N:34][CH:35]=3)[C:27]([F:29])=[CH:28][C:23]2=[N:22][C:21]=1[CH3:40]. The yield is 0.310. (4) The reactants are [N:1]1([C:7]2[CH:16]=[CH:15][CH:14]=[C:13]3[C:8]=2[C:9]([NH2:18])=[N:10][C:11]([NH2:17])=[N:12]3)[CH2:6][CH2:5][NH:4][CH2:3][CH2:2]1.[Cl:19][C:20]1[CH:27]=[CH:26][CH:25]=[CH:24][C:21]=1[CH2:22]Br. No catalyst specified. The product is [Cl:19][C:20]1[CH:27]=[CH:26][CH:25]=[CH:24][C:21]=1[CH2:22][N:4]1[CH2:5][CH2:6][N:1]([C:7]2[CH:16]=[CH:15][CH:14]=[C:13]3[C:8]=2[C:9]([NH2:18])=[N:10][C:11]([NH2:17])=[N:12]3)[CH2:2][CH2:3]1. The yield is 0.630. (5) The reactants are [O:1]=[C:2]1[C@@H:6](OS(C)(=O)=O)[CH2:5][CH2:4][NH:3]1.[CH3:12][O:13][C:14]1[CH:15]=[C:16]2[C:25](=[CH:26][CH:27]=1)[C:24](=[O:28])[C:18]1([CH2:23][CH2:22][NH:21][CH2:20][CH2:19]1)[CH2:17]2.CCN(C(C)C)C(C)C. The catalyst is C(#N)C. The product is [CH3:12][O:13][C:14]1[CH:15]=[C:16]2[C:25](=[CH:26][CH:27]=1)[C:24](=[O:28])[C:18]1([CH2:23][CH2:22][N:21]([CH:6]3[CH2:5][CH2:4][NH:3][C:2]3=[O:1])[CH2:20][CH2:19]1)[CH2:17]2. The yield is 0.770. (6) The reactants are C(OC([N:8]1[CH2:12][CH2:11][CH:10]([C:13]2[CH:18]=[CH:17][C:16]([NH:19][C:20]([O:22][CH2:23][CH2:24][C:25]3[CH:30]=[CH:29][C:28]([Cl:31])=[CH:27][CH:26]=3)=[O:21])=[CH:15][CH:14]=2)[CH2:9]1)=O)(C)(C)C.Cl.[OH-].[Na+]. The catalyst is C1COCC1.O1CCOCC1. The product is [Cl:31][C:28]1[CH:29]=[CH:30][C:25]([CH2:24][CH2:23][O:22][C:20](=[O:21])[NH:19][C:16]2[CH:17]=[CH:18][C:13]([CH:10]3[CH2:11][CH2:12][NH:8][CH2:9]3)=[CH:14][CH:15]=2)=[CH:26][CH:27]=1. The yield is 0.490. (7) The yield is 0.880. The catalyst is C(O)C. The product is [Cl:23][C:24]1[CH:29]=[CH:28][CH:27]=[C:26]([Cl:30])[C:25]=1[CH2:31][S:32]([C:35]1[CH:36]=[C:37]2[C:41](=[CH:42][CH:43]=1)[NH:40][C:39](=[O:44])/[C:38]/2=[CH:21]\[C:3]1[NH:4][C:5]2[CH2:11][CH2:10][CH2:9][N:8]([CH2:12][CH2:13][N:14]3[CH2:19][CH2:18][O:17][CH2:16][CH2:15]3)[C:7](=[O:20])[C:6]=2[C:2]=1[CH3:1])(=[O:33])=[O:34]. The reactants are [CH3:1][C:2]1[C:6]2[C:7](=[O:20])[N:8]([CH2:12][CH2:13][N:14]3[CH2:19][CH2:18][O:17][CH2:16][CH2:15]3)[CH2:9][CH2:10][CH2:11][C:5]=2[NH:4][C:3]=1[CH:21]=O.[Cl:23][C:24]1[CH:29]=[CH:28][CH:27]=[C:26]([Cl:30])[C:25]=1[CH2:31][S:32]([C:35]1[CH:36]=[C:37]2[C:41](=[CH:42][CH:43]=1)[NH:40][C:39](=[O:44])[CH2:38]2)(=[O:34])=[O:33].N1CCCCC1. (8) The reactants are [CH3:1][O:2][C:3]1[CH:22]=[CH:21][C:6]([C:7]([C:9]2[CH:10]=[CH:11][C:12]([S:19][CH3:20])=[C:13]([S:15]([NH2:18])(=[O:17])=[O:16])[CH:14]=2)=[O:8])=[CH:5][CH:4]=1.ClC1C=C(C=CC=1)C(OO)=[O:28]. The catalyst is C(Cl)Cl. The product is [CH3:20][S:19]([C:12]1[CH:11]=[CH:10][C:9]([C:7](=[O:8])[C:6]2[CH:5]=[CH:4][C:3]([O:2][CH3:1])=[CH:22][CH:21]=2)=[CH:14][C:13]=1[S:15]([NH2:18])(=[O:17])=[O:16])=[O:28]. The yield is 0.350. (9) The reactants are Cl.[Cl:2][C:3]1[CH:11]=[C:10]([Cl:12])[C:9]([C:13]2[CH:18]=[CH:17][C:16]([F:19])=[CH:15][N:14]=2)=[CH:8][C:4]=1[C:5]([OH:7])=O.[NH2:20][C:21]1[N:25]([C:26]2[CH:31]=[CH:30][CH:29]=[CH:28][CH:27]=2)[N:24]=[C:23]([C:32]([O:34][CH2:35][CH3:36])=[O:33])[CH:22]=1.C(N(C(C)C)CC)(C)C.C(=O)([O-])O.[Na+]. The catalyst is CCOC(C)=O. The product is [Cl:2][C:3]1[CH:11]=[C:10]([Cl:12])[C:9]([C:13]2[CH:18]=[CH:17][C:16]([F:19])=[CH:15][N:14]=2)=[CH:8][C:4]=1[C:5]([NH:20][C:21]1[N:25]([C:26]2[CH:31]=[CH:30][CH:29]=[CH:28][CH:27]=2)[N:24]=[C:23]([C:32]([O:34][CH2:35][CH3:36])=[O:33])[CH:22]=1)=[O:7]. The yield is 0.520. (10) The reactants are Br[C:2]1[N:6]2[C:7]3[C:12]([N:13]=[C:14]([CH3:15])[C:5]2=[C:4]([CH3:17])[N:3]=1)=[CH:11][CH:10]=[C:9]([F:16])[CH:8]=3.[CH3:18][C:19]1[CH:23]=[CH:22][S:21][C:20]=1B(O)O.C([O-])([O-])=O.[K+].[K+]. The catalyst is C1C=CC([P]([Pd]([P](C2C=CC=CC=2)(C2C=CC=CC=2)C2C=CC=CC=2)([P](C2C=CC=CC=2)(C2C=CC=CC=2)C2C=CC=CC=2)[P](C2C=CC=CC=2)(C2C=CC=CC=2)C2C=CC=CC=2)(C2C=CC=CC=2)C2C=CC=CC=2)=CC=1. The product is [F:16][C:9]1[CH:8]=[C:7]2[C:12]([N:13]=[C:14]([CH3:15])[C:5]3[N:6]2[C:2]([C:20]2[S:21][CH:22]=[CH:23][C:19]=2[CH3:18])=[N:3][C:4]=3[CH3:17])=[CH:11][CH:10]=1. The yield is 1.00.